Dataset: Full USPTO retrosynthesis dataset with 1.9M reactions from patents (1976-2016). Task: Predict the reactants needed to synthesize the given product. (1) Given the product [Cl:17][C:10]1[CH:11]=[C:12]2[C:13](=[CH:14][CH:15]=1)[NH:9][C:10]1[C:11](=[O:16])[CH2:12][CH2:13][CH2:14][C:15]2=1, predict the reactants needed to synthesize it. The reactants are: ClC1C=CC(N[N:9]=[C:10]2[CH2:15][CH2:14][CH2:13][CH2:12][C:11]2=[O:16])=CC=1.[ClH:17]. (2) The reactants are: [C:1]1([C@H:11]([N:13]([CH2:21][C@@H:22]2[C@@H:26]([C:27]3[CH:32]=[CH:31][CH:30]=[CH:29][CH:28]=3)[CH2:25][NH:24][CH2:23]2)[C:14](=[O:20])[O:15][C:16]([CH3:19])([CH3:18])[CH3:17])[CH3:12])[C:10]2[C:5](=[CH:6][CH:7]=[CH:8][CH:9]=2)[CH:4]=[CH:3][CH:2]=1.[OH:33][C:34]1[CH:42]=[CH:41][C:37]([C:38](O)=[O:39])=[CH:36][CH:35]=1. Given the product [OH:33][C:34]1[CH:42]=[CH:41][C:37]([C:38]([N:24]2[CH2:25][C@H:26]([C:27]3[CH:28]=[CH:29][CH:30]=[CH:31][CH:32]=3)[C@@H:22]([CH2:21][N:13]([C@@H:11]([C:1]3[C:10]4[C:5](=[CH:6][CH:7]=[CH:8][CH:9]=4)[CH:4]=[CH:3][CH:2]=3)[CH3:12])[C:14](=[O:20])[O:15][C:16]([CH3:18])([CH3:19])[CH3:17])[CH2:23]2)=[O:39])=[CH:36][CH:35]=1, predict the reactants needed to synthesize it. (3) The reactants are: [NH2:1][C:2]1[N:7]=[C:6]([CH3:8])[N:5]=[C:4]([C:9]2[C:10]([NH:19][C:20]3[CH:21]=[N:22][C:23]([O:27][CH3:28])=[C:24]([F:26])[CH:25]=3)=[N:11][CH:12]=[C:13]([CH:18]=2)[C:14](OC)=[O:15])[N:3]=1.[CH2:29]([Mg]Br)[CH3:30].C([O-])(O)=O.[Na+].CC(O)C.C(Cl)Cl. Given the product [NH2:1][C:2]1[N:7]=[C:6]([CH3:8])[N:5]=[C:4]([C:9]2[CH:18]=[C:13]([C:14]3([OH:15])[CH2:30][CH2:29]3)[CH:12]=[N:11][C:10]=2[NH:19][C:20]2[CH:21]=[N:22][C:23]([O:27][CH3:28])=[C:24]([F:26])[CH:25]=2)[N:3]=1, predict the reactants needed to synthesize it. (4) Given the product [OH:2][CH2:3][CH2:4][C:5]1[CH:6]=[C:7]([CH:8]=[CH:9][CH:10]=1)[CH2:11][NH:12][CH2:13][C:14]1[CH:19]=[CH:18][CH:17]=[CH:16][C:15]=1[OH:20], predict the reactants needed to synthesize it. The reactants are: C[O:2][C:3](=O)[CH2:4][C:5]1[CH:10]=[CH:9][CH:8]=[C:7]([CH2:11][NH:12][CH2:13][C:14]2[CH:19]=[CH:18][CH:17]=[CH:16][C:15]=2[OH:20])[CH:6]=1.[BH4-].[Li+].